This data is from Reaction yield outcomes from USPTO patents with 853,638 reactions. The task is: Predict the reaction yield, written as a fraction of the theoretical maximum amount of product (1.0 means a 100% yield; for example, 0.34 means a 34% yield). The reactants are [N+:1]([C:4]1[CH:9]=[CH:8][C:7]([CH2:10][C:11]([O:13][CH3:14])=[O:12])=[CH:6][CH:5]=1)([O-:3])=[O:2].[C:15](OC(=O)C)(=O)C. The catalyst is CS(C)=O.O. The product is [N+:1]([C:4]1[CH:5]=[CH:6][C:7]([C:10](=[CH2:15])[C:11]([O:13][CH3:14])=[O:12])=[CH:8][CH:9]=1)([O-:3])=[O:2]. The yield is 0.470.